This data is from Reaction yield outcomes from USPTO patents with 853,638 reactions. The task is: Predict the reaction yield, written as a fraction of the theoretical maximum amount of product (1.0 means a 100% yield; for example, 0.34 means a 34% yield). (1) The reactants are [C:1]([O:5][C:6]([C:8]1[CH:9]=[C:10]([C:14]2[C:19]([CH3:20])=[CH:18][CH:17]=[CH:16][N+:15]=2[O-])[CH:11]=[CH:12][CH:13]=1)=[O:7])([CH3:4])([CH3:3])[CH3:2].[N:22]1C=CC=CC=1.CS(OS(C)(=O)=O)(=O)=O.C(CN)O. The catalyst is C(#N)C.O. The product is [C:1]([O:5][C:6](=[O:7])[C:8]1[CH:13]=[CH:12][CH:11]=[C:10]([C:14]2[C:19]([CH3:20])=[CH:18][CH:17]=[C:16]([NH2:22])[N:15]=2)[CH:9]=1)([CH3:4])([CH3:3])[CH3:2]. The yield is 0.530. (2) The reactants are [C:1]([O:5][C:6](=[O:27])[NH:7][CH2:8][C:9]#[C:10][C:11]1[CH:16]=[CH:15][C:14]([Cl:17])=[CH:13][C:12]=1[C:18](=[O:26])[C:19]1[CH:24]=[CH:23][CH:22]=[CH:21][C:20]=1[F:25])([CH3:4])([CH3:3])[CH3:2].C(O)=[O:29]. The catalyst is C(Cl)Cl.O.[NH4+].[OH-].S([O-])([O-])(=O)=O.[Hg+2]. The product is [C:1]([O:5][C:6](=[O:27])[NH:7][CH2:8][CH2:9][C:10]([C:11]1[CH:16]=[CH:15][C:14]([Cl:17])=[CH:13][C:12]=1[C:18](=[O:26])[C:19]1[CH:24]=[CH:23][CH:22]=[CH:21][C:20]=1[F:25])=[O:29])([CH3:4])([CH3:2])[CH3:3]. The yield is 0.950. (3) The reactants are O[C:2]1[C:7]([C:8]#[N:9])=[CH:6][N:5]=[C:4]2[C:10]3[CH:16]=[CH:15][CH:14]=[CH:13][C:11]=3[S:12][C:3]=12.CCCCCC.P(Cl)(Cl)([Cl:25])=O. No catalyst specified. The product is [Cl:25][C:2]1[C:7]([C:8]#[N:9])=[CH:6][N:5]=[C:4]2[C:10]3[CH:16]=[CH:15][CH:14]=[CH:13][C:11]=3[S:12][C:3]=12. The yield is 0.640. (4) The reactants are [C:1]([O:4][C@H:5]([CH3:28])[CH2:6][CH2:7][CH2:8][CH2:9][N:10]1[C:19](=[O:20])[C:18]2[N:17]([CH2:21][O:22][CH2:23][CH3:24])[C:16]([C:25]#[N:26])=[N:15][C:14]=2[N:13]([CH3:27])[C:11]1=[O:12])(=[O:3])[CH3:2].[H][H]. The catalyst is [Pd].C(O)(=O)C. The product is [C:1]([O:4][C@H:5]([CH3:28])[CH2:6][CH2:7][CH2:8][CH2:9][N:10]1[C:19](=[O:20])[C:18]2[N:17]([CH2:21][O:22][CH2:23][CH3:24])[C:16]([CH2:25][NH2:26])=[N:15][C:14]=2[N:13]([CH3:27])[C:11]1=[O:12])(=[O:3])[CH3:2]. The yield is 0.910. (5) The yield is 0.990. The catalyst is C(O)C.[Pd]. The product is [CH3:16][C:13]1[O:12][C:11]([CH:4]([NH2:1])[CH:5]2[CH2:10][CH2:9][O:8][CH2:7][CH2:6]2)=[CH:15][CH:14]=1. The reactants are [N:1]([CH:4]([C:11]1[O:12][C:13]([CH3:16])=[CH:14][CH:15]=1)[CH:5]1[CH2:10][CH2:9][O:8][CH2:7][CH2:6]1)=[N+]=[N-].[H][H]. (6) The reactants are [N:1]1[CH:5]=[C:4]([CH2:6][CH2:7][N:8]2[CH:13]([C:14]3[C:19]([CH3:20])=[CH:18][CH:17]=[CH:16][N:15]=3)[CH2:12][CH2:11][CH2:10][CH:9]2[C:21]2[C:26]([CH3:27])=[CH:25][CH:24]=[CH:23][N:22]=2)[NH:3][CH:2]=1.[H-].[Na+].[CH2:30](Br)[C:31]1[CH:36]=[CH:35][CH:34]=[CH:33][CH:32]=1. The yield is 0.480. The product is [CH2:30]([N:1]1[CH:5]=[C:4]([CH2:6][CH2:7][N:8]2[CH:9]([C:21]3[C:26]([CH3:27])=[CH:25][CH:24]=[CH:23][N:22]=3)[CH2:10][CH2:11][CH2:12][CH:13]2[C:14]2[C:19]([CH3:20])=[CH:18][CH:17]=[CH:16][N:15]=2)[N:3]=[CH:2]1)[C:31]1[CH:36]=[CH:35][CH:34]=[CH:33][CH:32]=1. The catalyst is C1COCC1. (7) The reactants are [C:1]([O:5][C:6]([N:8]1[CH2:11][CH2:10][CH:9]1[C:12]1(O)[O:16][N:15]=[C:14]([C:17]2[CH:22]=[CH:21][CH:20]=[CH:19][N:18]=2)[CH2:13]1)=[O:7])([CH3:4])([CH3:3])[CH3:2].[OH-].[K+]. The catalyst is C(O)C. The product is [C:1]([O:5][C:6]([N:8]1[CH2:11][CH2:10][CH:9]1[C:12]1[O:16][N:15]=[C:14]([C:17]2[CH:22]=[CH:21][CH:20]=[CH:19][N:18]=2)[CH:13]=1)=[O:7])([CH3:4])([CH3:2])[CH3:3]. The yield is 1.00. (8) The reactants are [Cl:1][C:2]([Cl:11])([Cl:10])[C:3]([C:5]1[NH:6][CH:7]=[CH:8][CH:9]=1)=[O:4].[Br:12]Br.O. The catalyst is C(Cl)(Cl)Cl. The product is [Br:12][C:8]1[CH:9]=[C:5]([C:3](=[O:4])[C:2]([Cl:1])([Cl:10])[Cl:11])[NH:6][CH:7]=1. The yield is 0.930. (9) The reactants are [CH:1]([C@H:4]1[N:9]([C:10]2[N:15]=[C:14]([CH3:16])[C:13]([C:17](OC)=[O:18])=[CH:12][N:11]=2)[CH2:8][CH2:7][N:6]2[C:21]3[CH:27]=[C:26]([S:28]([CH3:31])(=[O:30])=[O:29])[C:25]([C:32](OC)=[O:33])=[CH:24][C:22]=3[N:23]=[C:5]12)([CH3:3])[CH3:2].CC(C[AlH]CC(C)C)C.[NH4+].[Cl-]. The catalyst is C1(C)C=CC=CC=1. The product is [OH:33][CH2:32][C:25]1[C:26]([S:28]([CH3:31])(=[O:30])=[O:29])=[CH:27][C:21]2[N:6]3[CH2:7][CH2:8][N:9]([C:10]4[N:15]=[C:14]([CH3:16])[C:13]([CH2:17][OH:18])=[CH:12][N:11]=4)[C@H:4]([CH:1]([CH3:2])[CH3:3])[C:5]3=[N:23][C:22]=2[CH:24]=1. The yield is 0.123. (10) The reactants are C(OC(=O)[NH:7][CH2:8][C:9]1[CH:14]=[CH:13][C:12]([C:15]([N:17]2[CH2:26][C:25]3[CH:24]=[N:23][N:22]([CH3:27])[C:21]=3[NH:20][C:19]3[CH:28]=[C:29]([Cl:32])[CH:30]=[CH:31][C:18]2=3)=[O:16])=[CH:11][C:10]=1[F:33])(C)(C)C.C1C(N=NC2C(=O)N(C3C=CC(S([O-])(=O)=O)=CC=3)N=C2C([O-])=O)=CC=C(S([O-])(=O)=O)C=1.[Na+].[Na+].[Na+].N1CCCC(=O)C2C=CC=CC1=2.Cl.O1CCOCC1. No catalyst specified. The product is [ClH:32].[NH2:7][CH2:8][C:9]1[CH:14]=[CH:13][C:12]([C:15]([N:17]2[CH2:26][C:25]3[CH:24]=[N:23][N:22]([CH3:27])[C:21]=3[NH:20][C:19]3[CH:28]=[C:29]([Cl:32])[CH:30]=[CH:31][C:18]2=3)=[O:16])=[CH:11][C:10]=1[F:33]. The yield is 1.00.